This data is from Reaction yield outcomes from USPTO patents with 853,638 reactions. The task is: Predict the reaction yield, written as a fraction of the theoretical maximum amount of product (1.0 means a 100% yield; for example, 0.34 means a 34% yield). (1) The reactants are Cl.FC1C=C(NC(=O)CC(NC2C=CC(F)=CC=2)=O)C=CC=1OC1C2=C(C)C(OCCN3CCOCC3)=CN2N=CN=1.[F:43][C:44]1[CH:65]=[C:64]([N+:66]([O-])=O)[CH:63]=[CH:62][C:45]=1[O:46][C:47]1[C:52]2=[CH:53][C:54]([C:56]3[CH:57]=[N:58][CH:59]=[CH:60][CH:61]=3)=[CH:55][N:51]2[N:50]=[CH:49][N:48]=1. No catalyst specified. The product is [F:43][C:44]1[CH:65]=[C:64]([NH2:66])[CH:63]=[CH:62][C:45]=1[O:46][C:47]1[C:52]2=[CH:53][C:54]([C:56]3[CH:57]=[N:58][CH:59]=[CH:60][CH:61]=3)=[CH:55][N:51]2[N:50]=[CH:49][N:48]=1. The yield is 0.460. (2) The reactants are Cl[CH2:2][CH2:3][N:4]1[CH2:9][CH2:8][CH2:7][CH:6]([C:10]([O:12][CH2:13][CH3:14])=[O:11])[CH2:5]1.C(NC(C)C)(C)C.[Li]. The catalyst is O1CCCC1. The product is [N:4]12[CH2:5][C:6]([C:10]([O:12][CH2:13][CH3:14])=[O:11])([CH2:2][CH2:3]1)[CH2:7][CH2:8][CH2:9]2. The yield is 0.610. (3) The reactants are [CH3:1][O:2][C:3]1[N:4]=[C:5]2[C:10](=[CH:11][CH:12]=1)[N:9]=[CH:8][C:7]([N+:13]([O-:15])=[O:14])=[C:6]2O.P(Br)(Br)[Br:18]. The catalyst is CN(C=O)C. The product is [Br:18][C:6]1[C:7]([N+:13]([O-:15])=[O:14])=[CH:8][N:9]=[C:10]2[C:5]=1[N:4]=[C:3]([O:2][CH3:1])[CH:12]=[CH:11]2. The yield is 0.920. (4) The reactants are [Br:1][C:2]1[C:11]2[C:6](=[CH:7][CH:8]=[CH:9][CH:10]=2)[C:5]([O:12][S:13]([C:16]([F:19])([F:18])[F:17])(=[O:15])=[O:14])=[C:4]([C:20](=[O:26])[C:21]([O:23][CH2:24][CH3:25])=[O:22])[C:3]=1[CH3:27].C(=O)=O.CC#N.[B]1OC2C(=CC=CC=2)O1.C([O-])([O-])=O.[Na+].[Na+]. The catalyst is C1(C)C=CC=CC=1.B1(C)OC(C2C=CC=CC=2)(C2C=CC=CC=2)[C@@H]2N1CCC2.CCOC(C)=O. The product is [Br:1][C:2]1[C:11]2[C:6](=[CH:7][CH:8]=[CH:9][CH:10]=2)[C:5]([O:12][S:13]([C:16]([F:18])([F:17])[F:19])(=[O:14])=[O:15])=[C:4]([C@H:20]([OH:26])[C:21]([O:23][CH2:24][CH3:25])=[O:22])[C:3]=1[CH3:27]. The yield is 0.750.